This data is from Reaction yield outcomes from USPTO patents with 853,638 reactions. The task is: Predict the reaction yield, written as a fraction of the theoretical maximum amount of product (1.0 means a 100% yield; for example, 0.34 means a 34% yield). (1) The reactants are [Cl:1][C:2]1[CH:15]=[CH:14][C:5]([CH2:6][N:7]2[CH2:12][CH2:11][CH:10]([NH2:13])[CH2:9][CH2:8]2)=[CH:4][C:3]=1[O:16][CH2:17][CH3:18].[H-].[Na+].[Cl:21][C:22]1[N:27]=[C:26](Cl)[C:25]([CH3:29])=[CH:24][N:23]=1. The catalyst is CN(C=O)C. The product is [Cl:1][C:2]1[CH:15]=[CH:14][C:5]([CH2:6][N:7]2[CH2:12][CH2:11][CH:10]([NH:13][C:24]3[C:25]([CH3:29])=[CH:26][N:27]=[C:22]([Cl:21])[N:23]=3)[CH2:9][CH2:8]2)=[CH:4][C:3]=1[O:16][CH2:17][CH3:18]. The yield is 0.0800. (2) The reactants are [NH2:1][C@H:2]1[CH2:6][CH2:5][N:4]([CH2:7][CH2:8][C@@H:9]2[CH2:13][S:12][C:11]([C:14]3[NH:15][C:16]4[C:21]([CH:22]=3)=[CH:20][C:19]([Cl:23])=[CH:18][C:17]=4[NH:24][CH:25]3[CH2:30][CH2:29][O:28][CH2:27][CH2:26]3)=[N:10]2)[CH2:3]1.C(N(C(C)C)CC)(C)C.[C:40](Cl)(=[O:42])[CH3:41]. The catalyst is ClCCl. The product is [Cl:23][C:19]1[CH:20]=[C:21]2[C:16](=[C:17]([NH:24][CH:25]3[CH2:30][CH2:29][O:28][CH2:27][CH2:26]3)[CH:18]=1)[NH:15][C:14]([C:11]1[S:12][CH2:13][C@@H:9]([CH2:8][CH2:7][N:4]3[CH2:5][CH2:6][C@H:2]([NH:1][C:40](=[O:42])[CH3:41])[CH2:3]3)[N:10]=1)=[CH:22]2. The yield is 0.420. (3) No catalyst specified. The yield is 0.150. The reactants are [OH:1][C:2]1[C:7]2[C@@:8]3([OH:45])[C@@:21]([O:25][CH3:26])([C@H:22]([OH:24])[CH2:23][C:6]=2[CH:5]=[C:4]([CH3:46])[C:3]=1[C:47]([O:49][CH3:50])=[O:48])[C:20](=[O:27])[C:19]1[C:10](=[CH:11][C:12]2[C:13](=[O:43])[C:14]([NH:30][C@@H:31]4[C@H:36]([O:37][CH3:38])[C@H:35]([OH:39])[C@@H:34]([O:40][CH3:41])[C@H:33]([CH3:42])[O:32]4)=[CH:15][C:16](=[O:29])[C:17]=2[C:18]=1[OH:28])[C:9]3=[O:44].C(=O)([O-])[O-].[K+].[K+].Br[CH2:58][C:59]([NH2:61])=[O:60]. The product is [NH2:61][C:59](=[O:60])[CH2:58][O:1][C:2]1[C:7]2[C@@:8]3([OH:45])[C@@:21]([O:25][CH3:26])([C@H:22]([OH:24])[CH2:23][C:6]=2[CH:5]=[C:4]([CH3:46])[C:3]=1[C:47]([O:49][CH3:50])=[O:48])[C:20](=[O:27])[C:19]1[C:10](=[CH:11][C:12]2[C:13](=[O:43])[C:14]([NH:30][CH:31]4[C@H:36]([O:37][CH3:38])[C@H:35]([OH:39])[C@@H:34]([O:40][CH3:41])[C@H:33]([CH3:42])[O:32]4)=[CH:15][C:16](=[O:29])[C:17]=2[C:18]=1[OH:28])[C:9]3=[O:44]. (4) The reactants are O.O.Cl.[NH2:4][C:5]1[N:14]=[C:13]([NH2:15])[C:12]2[C:7](=[N:8][CH:9]=[C:10]([CH2:16][N:17]([CH3:27])[C:18]3[CH:26]=[CH:25][C:21](C(O)=O)=[CH:20][CH:19]=3)[N:11]=2)[N:6]=1.NC1N=C(N)C2C(=NC=C(CN(C3C=CC([C:47](O)=[O:48])=CC=3)C)N=2)N=1.O.O.C(P(=O)(OCC)OCC)#N.CCN(C(C)C)C(C)C.C(O)(=O)C.[CH2:77]([O:79][C:80](=[O:96])[C@@H:81]([O:83][P:84]([CH2:93][CH2:94][NH2:95])([O:86][C:87]1[CH:92]=[CH:91][CH:90]=[CH:89][CH:88]=1)=[O:85])[CH3:82])[CH3:78]. The catalyst is CN(C=O)C. The product is [CH2:77]([O:79][C:80](=[O:96])[CH:81]([O:83][P:84]([CH2:93][CH2:94][NH:95][C:47](=[O:48])[C:21]1[CH:20]=[CH:19][C:18]([N:17]([CH2:16][C:10]2[N:11]=[C:12]3[C:7](=[N:8][CH:9]=2)[N:6]=[C:5]([NH2:4])[N:14]=[C:13]3[NH2:15])[CH3:27])=[CH:26][CH:25]=1)([O:86][C:87]1[CH:92]=[CH:91][CH:90]=[CH:89][CH:88]=1)=[O:85])[CH3:82])[CH3:78]. The yield is 0.650. (5) The reactants are [F:1][C:2]1[C:27]([F:28])=[CH:26][CH:25]=[CH:24][C:3]=1[CH2:4][N:5]1[CH2:9][CH2:8][CH2:7]/[C:6]/1=[N:10]\[C:11](=[C:13]([C:19](OCC)=[O:20])[C:14]([O:16][CH2:17][CH3:18])=[O:15])[CH3:12].[O-]CC.[Na+].CCO.Cl.O. The yield is 0.390. The catalyst is CN(C)C=O. The product is [F:1][C:2]1[C:27]([F:28])=[CH:26][CH:25]=[CH:24][C:3]=1[CH2:4][N:5]1[C:6]2=[N:10][C:11]([CH3:12])=[C:13]([C:14]([O:16][CH2:17][CH3:18])=[O:15])[C:19]([OH:20])=[C:7]2[CH2:8][CH2:9]1. (6) The reactants are [F:1][C:2]1[N:10]=[C:9]2[C:5]([N:6]=[C:7]([CH2:36][C:37]3[C:45]([I:46])=[CH:44][C:40]4[O:41][CH2:42][O:43][C:39]=4[CH:38]=3)[N:8]2[CH2:11][CH2:12][O:13][CH2:14][CH2:15][O:16]C(C2C=CC=CC=2)(C2C=CC=CC=2)C2C=CC=CC=2)=[C:4]([NH2:47])[N:3]=1.C(O)(C(F)(F)F)=O.C(Cl)Cl. No catalyst specified. The product is [NH2:47][C:4]1[N:3]=[C:2]([F:1])[N:10]=[C:9]2[C:5]=1[N:6]=[C:7]([CH2:36][C:37]1[C:45]([I:46])=[CH:44][C:40]3[O:41][CH2:42][O:43][C:39]=3[CH:38]=1)[N:8]2[CH2:11][CH2:12][O:13][CH2:14][CH2:15][OH:16]. The yield is 0.580. (7) The reactants are [C:1]([C:3]1[CH:8]=[CH:7][CH:6]=[C:5]([S:9][CH2:10][CH2:11][CH2:12][C:13]2[CH:18]=[CH:17][CH:16]=[CH:15][CH:14]=2)[N:4]=1)#[N:2].[C:19](OC)(=[O:27])[C:20]1[C:21](=[CH:23][CH:24]=[CH:25][CH:26]=1)[SH:22].C(N(CC)CC)C. The catalyst is C1(C)C=CC=CC=1. The product is [C:13]1([CH2:12][CH2:11][CH2:10][S:9][C:5]2[N:4]=[C:3]([C:1]3[S:22][C:21]4[CH:23]=[CH:24][CH:25]=[CH:26][C:20]=4[C:19](=[O:27])[N:2]=3)[CH:8]=[CH:7][CH:6]=2)[CH:18]=[CH:17][CH:16]=[CH:15][CH:14]=1. The yield is 0.380. (8) The reactants are [CH3:1][C:2]1[N:3]=[CH:4][CH:5]=[C:6]2[C:11]=1[C:10](=[O:12])[N:9]([CH3:13])[C:8]1[CH:14]=[C:15]([O:18][CH2:19][C@@H:20]([NH:25][C:26](=[O:32])[O:27][C:28]([CH3:31])([CH3:30])[CH3:29])[CH2:21][CH:22]([CH3:24])[CH3:23])[CH:16]=[CH:17][C:7]2=1.[H-].[Na+].I[CH3:36]. The catalyst is CN(C=O)C. The product is [CH3:1][C:2]1[N:3]=[CH:4][CH:5]=[C:6]2[C:11]=1[C:10](=[O:12])[N:9]([CH3:13])[C:8]1[CH:14]=[C:15]([O:18][CH2:19][C@@H:20]([N:25]([CH3:36])[C:26](=[O:32])[O:27][C:28]([CH3:30])([CH3:29])[CH3:31])[CH2:21][CH:22]([CH3:24])[CH3:23])[CH:16]=[CH:17][C:7]2=1. The yield is 0.370. (9) The reactants are FC(F)(F)S(O[C:7]1[C@@:11]2([CH3:29])[CH2:12][CH2:13][C@H:14]3[C@H:23]([C@@H:10]2[CH2:9][CH:8]=1)[CH2:22][CH:21]=[C:20]1[C@:15]3([CH3:28])[CH2:16][CH2:17][C:18](=[O:27])[N:19]1[CH:24]1[CH2:26][CH2:25]1)(=O)=O.C([Sn](CCCC)(CCCC)[C:37]1[CH:42]=[CH:41][CH:40]=[CH:39][N:38]=1)CCC. The catalyst is CN(C=O)C.C1C=CC([P]([Pd]([P](C2C=CC=CC=2)(C2C=CC=CC=2)C2C=CC=CC=2)([P](C2C=CC=CC=2)(C2C=CC=CC=2)C2C=CC=CC=2)[P](C2C=CC=CC=2)(C2C=CC=CC=2)C2C=CC=CC=2)(C2C=CC=CC=2)C2C=CC=CC=2)=CC=1. The product is [CH:24]1([N:19]2[C:20]3[C@@:15]([CH3:28])([C@H:14]4[CH2:13][CH2:12][C@@:11]5([CH3:29])[C@@H:10]([CH2:9][CH:8]=[C:7]5[C:37]5[CH:42]=[CH:41][CH:40]=[CH:39][N:38]=5)[C@@H:23]4[CH2:22][CH:21]=3)[CH2:16][CH2:17][C:18]2=[O:27])[CH2:26][CH2:25]1. The yield is 0.0300. (10) The reactants are CO[CH:3](OC)[CH2:4][CH:5](OC)OC.[Cl:12][C:13]1[CH:22]=[C:21]([Cl:23])[C:20]([NH:24][NH2:25])=[CH:19][C:14]=1[C:15]([O:17][CH3:18])=[O:16]. The catalyst is CCO. The product is [Cl:12][C:13]1[CH:22]=[C:21]([Cl:23])[C:20]([N:24]2[CH:5]=[CH:4][CH:3]=[N:25]2)=[CH:19][C:14]=1[C:15]([O:17][CH3:18])=[O:16]. The yield is 0.570.